The task is: Predict the reactants needed to synthesize the given product.. This data is from Full USPTO retrosynthesis dataset with 1.9M reactions from patents (1976-2016). (1) Given the product [Cl:12][CH2:13][C:14]1[N:4]2[CH:5]=[C:6]([N+:9]([O-:11])=[O:10])[CH:7]=[CH:8][C:3]2=[N:1][N:2]=1, predict the reactants needed to synthesize it. The reactants are: [NH:1]([C:3]1[CH:8]=[CH:7][C:6]([N+:9]([O-:11])=[O:10])=[CH:5][N:4]=1)[NH2:2].[Cl:12][CH2:13][C:14](OC)(OC)OC. (2) Given the product [CH3:23][S:24]([N:4]1[C:5]2=[CH:6][C:7]3[CH2:13][CH2:12][N:11]([C:14]([O:16][C:17]([CH3:18])([CH3:19])[CH3:20])=[O:15])[CH2:10][CH2:9][C:8]=3[CH:21]=[C:22]2[O:1][CH2:2][CH2:3]1)(=[O:26])=[O:25], predict the reactants needed to synthesize it. The reactants are: [O:1]1[C:22]2[C:5](=[CH:6][C:7]3[CH2:13][CH2:12][N:11]([C:14]([O:16][C:17]([CH3:20])([CH3:19])[CH3:18])=[O:15])[CH2:10][CH2:9][C:8]=3[CH:21]=2)[NH:4][CH2:3][CH2:2]1.[CH3:23][S:24](Cl)(=[O:26])=[O:25].C(N(C(C)C)CC)(C)C.O. (3) Given the product [Br:1][C:2]1[CH:7]=[CH:6][C:5]([C@@H:8]([O:13][C:25]2[CH:26]=[C:21]([Cl:20])[N:22]=[C:23]([CH3:28])[N:24]=2)[C:9]([F:12])([F:11])[F:10])=[C:4]([N:14]2[CH:18]=[CH:17][C:16]([CH3:19])=[N:15]2)[CH:3]=1, predict the reactants needed to synthesize it. The reactants are: [Br:1][C:2]1[CH:7]=[CH:6][C:5]([C@@H:8]([OH:13])[C:9]([F:12])([F:11])[F:10])=[C:4]([N:14]2[CH:18]=[CH:17][C:16]([CH3:19])=[N:15]2)[CH:3]=1.[Cl:20][C:21]1[CH:26]=[C:25](Cl)[N:24]=[C:23]([CH3:28])[N:22]=1.C([O-])([O-])=O.[Cs+].[Cs+]. (4) Given the product [Cl:1][C:2]1[CH:7]=[C:6]([C:8]2[CH:13]=[CH:12][CH:11]=[C:10]([CH3:14])[N:9]=2)[CH:5]=[CH:4][C:3]=1[C:15]1[C:26](=[O:27])[N:25]([CH2:33][CH2:34][N:35]2[CH2:40][CH2:39][N:38]([C:41]([O:43][C:44]([CH3:45])([CH3:47])[CH3:46])=[O:42])[CH2:37][CH2:36]2)[C:18]2[N:19]=[C:20]([S:23][CH3:24])[N:21]=[CH:22][C:17]=2[CH:16]=1, predict the reactants needed to synthesize it. The reactants are: [Cl:1][C:2]1[CH:7]=[C:6]([C:8]2[CH:13]=[CH:12][CH:11]=[C:10]([CH3:14])[N:9]=2)[CH:5]=[CH:4][C:3]=1[C:15]1[C:26](=[O:27])[NH:25][C:18]2[N:19]=[C:20]([S:23][CH3:24])[N:21]=[CH:22][C:17]=2[CH:16]=1.CS(O[CH2:33][CH2:34][N:35]1[CH2:40][CH2:39][N:38]([C:41]([O:43][C:44]([CH3:47])([CH3:46])[CH3:45])=[O:42])[CH2:37][CH2:36]1)(=O)=O.C([O-])([O-])=O.[Cs+].[Cs+].CN(C=O)C. (5) The reactants are: [O:1]1[CH:5]=[CH:4][CH:3]=[C:2]1[CH2:6][NH:7][CH2:8][CH2:9][C:10]([O:12][CH2:13][CH3:14])=[O:11].C(N(CC)CC)C.Cl[C:23]([O:25][CH2:26][CH3:27])=[O:24].O. Given the product [O:1]1[CH:5]=[CH:4][CH:3]=[C:2]1[CH2:6][N:7]([C:23]([O:25][CH2:26][CH3:27])=[O:24])[CH2:8][CH2:9][C:10]([O:12][CH2:13][CH3:14])=[O:11], predict the reactants needed to synthesize it.